Dataset: NCI-60 drug combinations with 297,098 pairs across 59 cell lines. Task: Regression. Given two drug SMILES strings and cell line genomic features, predict the synergy score measuring deviation from expected non-interaction effect. (1) Drug 1: C1=NC2=C(N=C(N=C2N1C3C(C(C(O3)CO)O)F)Cl)N. Drug 2: CC1=C(C(=O)C2=C(C1=O)N3CC4C(C3(C2COC(=O)N)OC)N4)N. Cell line: SNB-19. Synergy scores: CSS=36.2, Synergy_ZIP=1.92, Synergy_Bliss=2.99, Synergy_Loewe=1.26, Synergy_HSA=5.44. (2) Drug 1: CCC(=C(C1=CC=CC=C1)C2=CC=C(C=C2)OCCN(C)C)C3=CC=CC=C3.C(C(=O)O)C(CC(=O)O)(C(=O)O)O. Drug 2: CCC1(C2=C(COC1=O)C(=O)N3CC4=CC5=C(C=CC(=C5CN(C)C)O)N=C4C3=C2)O.Cl. Cell line: U251. Synergy scores: CSS=54.5, Synergy_ZIP=-2.44, Synergy_Bliss=-2.10, Synergy_Loewe=-12.5, Synergy_HSA=1.19.